Dataset: Full USPTO retrosynthesis dataset with 1.9M reactions from patents (1976-2016). Task: Predict the reactants needed to synthesize the given product. (1) Given the product [O:20]=[C:19]1[C:9]2[S:8][CH2:7][C:6]3([CH2:22][CH2:23][CH:3]([NH:2][C:29](=[O:30])[C:28]4[CH:32]=[CH:33][CH:34]=[C:26]([C:25]([F:24])([F:35])[F:36])[CH:27]=4)[CH2:4][CH2:5]3)[O:11][C:10]=2[C:12]2[C:17](=[CH:16][CH:15]=[CH:14][CH:13]=2)[C:18]1=[O:21], predict the reactants needed to synthesize it. The reactants are: Cl.[NH2:2][CH:3]1[CH2:23][CH2:22][C:6]2([O:11][C:10]3[C:12]4[C:17]([C:18](=[O:21])[C:19](=[O:20])[C:9]=3[S:8][CH2:7]2)=[CH:16][CH:15]=[CH:14][CH:13]=4)[CH2:5][CH2:4]1.[F:24][C:25]([F:36])([F:35])[C:26]1[CH:27]=[C:28]([CH:32]=[CH:33][CH:34]=1)[C:29](Cl)=[O:30].Cl. (2) Given the product [CH:1]1([C:4]2[C:9]3[CH2:10][O:11][C:12]([CH3:15])([CH3:14])[CH2:13][C:8]=3[C:7]([C:16]#[N:17])=[C:6]([N:18]3[CH2:23][CH2:22][N:21]([C:24](=[O:28])[CH2:25][CH2:26][F:38])[C@H:20]([CH:29]([CH3:31])[CH3:30])[CH2:19]3)[N:5]=2)[CH2:3][CH2:2]1, predict the reactants needed to synthesize it. The reactants are: [CH:1]1([C:4]2[C:9]3[CH2:10][O:11][C:12]([CH3:15])([CH3:14])[CH2:13][C:8]=3[C:7]([C:16]#[N:17])=[C:6]([N:18]3[CH2:23][CH2:22][N:21]([C:24](=[O:28])[CH2:25][CH2:26]O)[C@H:20]([CH:29]([CH3:31])[CH3:30])[CH2:19]3)[N:5]=2)[CH2:3][CH2:2]1.CCN(S(F)(F)[F:38])CC. (3) Given the product [O:34]1[C:30]([C:26]2[CH:25]=[C:24]([NH:23][C:19]3[N:18]=[C:17]([C:16]4[C:8]([C:4]5[CH:3]=[C:2]([NH:1][C:56](=[O:57])[CH2:55][C:52]6[CH:53]=[CH:54][S:50][CH:51]=6)[CH:7]=[CH:6][CH:5]=5)=[N:9][N:10]5[CH:15]=[CH:14][CH:13]=[CH:12][C:11]=45)[CH:22]=[CH:21][N:20]=3)[CH:29]=[CH:28][CH:27]=2)=[CH:31][N:32]=[CH:33]1, predict the reactants needed to synthesize it. The reactants are: [NH2:1][C:2]1[CH:3]=[C:4]([C:8]2[C:16]([C:17]3[CH:22]=[CH:21][N:20]=[C:19]([NH:23][C:24]4[CH:29]=[CH:28][CH:27]=[C:26]([C:30]5[O:34][CH:33]=[N:32][CH:31]=5)[CH:25]=4)[N:18]=3)=[C:11]3[CH:12]=[CH:13][CH:14]=[CH:15][N:10]3[N:9]=2)[CH:5]=[CH:6][CH:7]=1.C1COCC1.C1C=CC2N(O)N=NC=2C=1.[S:50]1[CH:54]=[CH:53][C:52]([CH2:55][C:56](O)=[O:57])=[CH:51]1. (4) Given the product [CH3:40][C:41]([CH3:51])([CH3:50])[C:42]([C:44]1[CH:49]=[CH:48][CH:47]=[CH:46][CH:45]=1)=[CH:9][C:10]1[N:11]=[CH:12][N:13]([C:15]([C:16]2[CH:17]=[CH:18][CH:19]=[CH:20][CH:21]=2)([C:22]2[CH:27]=[CH:26][CH:25]=[CH:24][CH:23]=2)[C:28]2[CH:33]=[CH:32][CH:31]=[CH:30][CH:29]=2)[CH:14]=1, predict the reactants needed to synthesize it. The reactants are: C(OP([CH2:9][C:10]1[N:11]=[CH:12][N:13]([C:15]([C:28]2[CH:33]=[CH:32][CH:31]=[CH:30][CH:29]=2)([C:22]2[CH:27]=[CH:26][CH:25]=[CH:24][CH:23]=2)[C:16]2[CH:21]=[CH:20][CH:19]=[CH:18][CH:17]=2)[CH:14]=1)(=O)OCC)C.CC([O-])(C)C.[K+].[CH3:40][C:41]([CH3:51])([CH3:50])[C:42]([C:44]1[CH:49]=[CH:48][CH:47]=[CH:46][CH:45]=1)=O.C1CCCCC1. (5) Given the product [ClH:4].[CH3:1][O:14][C:13](=[O:15])[C@@H:10]1[CH2:9][C@@H:8]([OH:7])[CH2:12][NH:11]1, predict the reactants needed to synthesize it. The reactants are: [C:1]([Cl:4])(=O)C.CO.[OH:7][C@H:8]1[CH2:12][NH:11][C@H:10]([C:13]([OH:15])=[O:14])[CH2:9]1.